Dataset: Full USPTO retrosynthesis dataset with 1.9M reactions from patents (1976-2016). Task: Predict the reactants needed to synthesize the given product. (1) Given the product [CH2:1]([O:8][CH2:9][C:10]([F:27])([F:26])[CH2:11][N:12]1[C:16]([C:17]2[CH:22]=[CH:21][C:20]([F:23])=[CH:19][CH:18]=2)=[C:15]([C:36]2[CH:37]=[CH:38][C:39]3[O:44][CH2:43][C:42](=[O:45])[NH:41][C:40]=3[CH:46]=2)[C:14]([CH3:25])=[N:13]1)[C:2]1[CH:7]=[CH:6][CH:5]=[CH:4][CH:3]=1, predict the reactants needed to synthesize it. The reactants are: [CH2:1]([O:8][CH2:9][C:10]([F:27])([F:26])[CH2:11][N:12]1[C:16]([C:17]2[CH:22]=[CH:21][C:20]([F:23])=[CH:19][CH:18]=2)=[C:15](Br)[C:14]([CH3:25])=[N:13]1)[C:2]1[CH:7]=[CH:6][CH:5]=[CH:4][CH:3]=1.CC1(C)C(C)(C)OB([C:36]2[CH:37]=[CH:38][C:39]3[O:44][CH2:43][C:42](=[O:45])[NH:41][C:40]=3[CH:46]=2)O1.C(=O)([O-])[O-].[Cs+].[Cs+]. (2) The reactants are: [CH2:1]([Li])CCC.CCCCCC.[Si:12]([O:19][CH2:20][CH2:21][CH2:22][CH2:23][CH:24]([C:35]1[CH:40]=[C:39]([F:41])[CH:38]=[CH:37][C:36]=1[F:42])[S:25]([C:28]1[CH:33]=[CH:32][C:31]([Cl:34])=[CH:30][CH:29]=1)(=[O:27])=[O:26])([C:15]([CH3:18])([CH3:17])[CH3:16])([CH3:14])[CH3:13].IC. Given the product [Si:12]([O:19][CH2:20][CH2:21][CH2:22][CH2:23][C:24]([C:35]1[CH:40]=[C:39]([F:41])[CH:38]=[CH:37][C:36]=1[F:42])([S:25]([C:28]1[CH:29]=[CH:30][C:31]([Cl:34])=[CH:32][CH:33]=1)(=[O:27])=[O:26])[CH3:1])([C:15]([CH3:18])([CH3:17])[CH3:16])([CH3:14])[CH3:13], predict the reactants needed to synthesize it. (3) Given the product [N:1]1[CH:6]=[CH:5][CH:4]=[CH:3][C:2]=1[NH:7]/[N:8]=[CH:10]/[CH:9]=[O:11], predict the reactants needed to synthesize it. The reactants are: [N:1]1[CH:6]=[CH:5][CH:4]=[CH:3][C:2]=1[NH:7][NH2:8].[C:9](O)(=[O:11])[CH3:10].C(C=O)=O.C(=O)([O-])O.[Na+]. (4) Given the product [NH2:8][CH:9]1[CH2:10][CH2:11][N:12]([C:15]2[N:20]=[C:19]([C:21]3[C:29]4[C:24](=[CH:25][CH:26]=[C:27]([NH:30][C:31](=[O:34])[CH2:32][CH3:33])[CH:28]=4)[NH:23][CH:22]=3)[CH:18]=[N:17][CH:16]=2)[CH2:13][CH2:14]1, predict the reactants needed to synthesize it. The reactants are: C(OC([NH:8][CH:9]1[CH2:14][CH2:13][N:12]([C:15]2[N:20]=[C:19]([C:21]3[C:29]4[C:24](=[CH:25][CH:26]=[C:27]([NH:30][C:31](=[O:34])[CH2:32][CH3:33])[CH:28]=4)[N:23](C(OC(C)(C)C)=O)[CH:22]=3)[CH:18]=[N:17][CH:16]=2)[CH2:11][CH2:10]1)=O)(C)(C)C.C(O)(C(F)(F)F)=O.